This data is from Full USPTO retrosynthesis dataset with 1.9M reactions from patents (1976-2016). The task is: Predict the reactants needed to synthesize the given product. (1) The reactants are: [CH3:1][CH:2]([CH2:7][N:8]1[CH2:12][CH2:11][CH2:10][CH2:9]1)[CH2:3][C:4]([OH:6])=[O:5].C1N=CN(C(N2C=NC=C2)=O)C=1.Cl.[F:26][C:27]1[C:31]([C:32]2[CH:33]=[N:34][C:35]([O:38][CH3:39])=[CH:36][CH:37]=2)=[N:30][NH:29][C:28]=1[NH2:40].CCN(CC)CC. Given the product [CH:4]([OH:6])=[O:5].[F:26][C:27]1[C:31]([C:32]2[CH:33]=[N:34][C:35]([O:38][CH3:39])=[CH:36][CH:37]=2)=[N:30][NH:29][C:28]=1[NH:40][C:4](=[O:6])[CH2:3][CH:2]([CH3:1])[CH2:7][N:8]1[CH2:12][CH2:11][CH2:10][CH2:9]1, predict the reactants needed to synthesize it. (2) The reactants are: [C:1]([O:5][C:6](=[O:26])[C:7]1[CH:12]=[CH:11][C:10]([CH2:13][N:14]2[CH:23]=[CH:22][C:21]3[C:16](=[CH:17][C:18](Br)=[CH:19][CH:20]=3)[C:15]2=[O:25])=[CH:9][CH:8]=1)([CH3:4])([CH3:3])[CH3:2].[CH2:27]([N:30]1C=[CH:33][N:32]=[CH:31]1)[C:28]#[CH:29].C([N:37](CC)CC)C. Given the product [C:1]([O:5][C:6](=[O:26])[C:7]1[CH:12]=[CH:11][C:10]([CH2:13][N:14]2[CH:23]=[CH:22][C:21]3[C:16](=[CH:17][C:18]([C:29]#[C:28][CH2:27][N:30]4[CH:31]=[N:32][CH:33]=[N:37]4)=[CH:19][CH:20]=3)[C:15]2=[O:25])=[CH:9][CH:8]=1)([CH3:4])([CH3:3])[CH3:2], predict the reactants needed to synthesize it.